Task: Predict the product of the given reaction.. Dataset: Forward reaction prediction with 1.9M reactions from USPTO patents (1976-2016) (1) Given the reactants Cl[C:2]1[C:7]2[N:8]=[CH:9][NH:10][C:6]=2[CH:5]=[CH:4][N:3]=1.[CH2:11]([NH2:18])[C:12]1[CH:17]=[CH:16][CH:15]=[CH:14][CH:13]=1, predict the reaction product. The product is: [CH2:11]([NH:18][C:2]1[C:7]2[N:8]=[CH:9][NH:10][C:6]=2[CH:5]=[CH:4][N:3]=1)[C:12]1[CH:17]=[CH:16][CH:15]=[CH:14][CH:13]=1. (2) Given the reactants [Cl:1][C:2]1[C:3]([NH:16][CH:17]2[CH2:27][CH2:26][C:20]3([CH2:25][CH2:24][NH:23][CH2:22][CH2:21]3)[CH2:19][CH2:18]2)=[N:4][C:5]([NH:8][C:9]2[CH:13]=[C:12]([CH3:14])[N:11]([CH3:15])[N:10]=2)=[N:6][CH:7]=1.[C:28]([CH2:30][C:31](O)=[O:32])#[N:29].C(N(CC)CC)C.CN(C(ON1N=NC2C=CC=NC1=2)=[N+](C)C)C.F[P-](F)(F)(F)(F)F, predict the reaction product. The product is: [Cl:1][C:2]1[C:3]([NH:16][CH:17]2[CH2:18][CH2:19][C:20]3([CH2:25][CH2:24][N:23]([C:31](=[O:32])[CH2:30][C:28]#[N:29])[CH2:22][CH2:21]3)[CH2:26][CH2:27]2)=[N:4][C:5]([NH:8][C:9]2[CH:13]=[C:12]([CH3:14])[N:11]([CH3:15])[N:10]=2)=[N:6][CH:7]=1. (3) Given the reactants C([O-])([O-])=O.[K+].[K+].Br[CH2:8][CH2:9][CH2:10]Br.[C:12]([C:14]1[CH:19]=[CH:18][C:17]([NH:20][C:21]([NH:23][C:24]2[CH:33]=[CH:32][C:27]([C:28]([NH:30][CH3:31])=[O:29])=[C:26]([F:34])[CH:25]=2)=[O:22])=[CH:16][C:15]=1[C:35]([F:38])([F:37])[F:36])#[N:13], predict the reaction product. The product is: [F:36][C:35]([F:37])([F:38])[C:15]1[CH:16]=[C:17]([N:20]2[CH2:10][CH2:9][CH2:8][N:23]([C:24]3[CH:33]=[CH:32][C:27]([C:28]([NH:30][CH3:31])=[O:29])=[C:26]([F:34])[CH:25]=3)[C:21]2=[O:22])[CH:18]=[CH:19][C:14]=1[C:12]#[N:13].